Predict the product of the given reaction. From a dataset of Forward reaction prediction with 1.9M reactions from USPTO patents (1976-2016). (1) Given the reactants Cl[C:2]1[C:11]2[C:6](=[CH:7][CH:8]=[C:9]([CH3:12])[CH:10]=2)[N:5]=[C:4]([N:13]2[CH2:19][C:18]3[CH:20]=[CH:21][CH:22]=[CH:23][C:17]=3[S:16](=[O:25])(=[O:24])[CH2:15][CH2:14]2)[CH:3]=1.[NH:26]1[CH2:31][CH2:30][CH:29]([NH2:32])[CH2:28][CH2:27]1, predict the reaction product. The product is: [O:24]=[S:16]1(=[O:25])[C:17]2[CH:23]=[CH:22][CH:21]=[CH:20][C:18]=2[CH2:19][N:13]([C:4]2[CH:3]=[C:2]([N:26]3[CH2:31][CH2:30][CH:29]([NH2:32])[CH2:28][CH2:27]3)[C:11]3[C:6](=[CH:7][CH:8]=[C:9]([CH3:12])[CH:10]=3)[N:5]=2)[CH2:14][CH2:15]1. (2) Given the reactants Cl[C:2]1[C:11]([CH3:12])=[C:10]([Cl:13])[C:9]2[C:4](=[CH:5][C:6]([F:15])=[CH:7][C:8]=2[F:14])[N:3]=1.[N:16]1([C:22]2[N:27]=[CH:26][C:25](B3OC(C)(C)C(C)(C)O3)=[CH:24][CH:23]=2)[CH2:21][CH2:20][CH2:19][CH2:18][CH2:17]1.C(=O)([O-])[O-].[K+].[K+], predict the reaction product. The product is: [Cl:13][C:10]1[C:9]2[C:4](=[CH:5][C:6]([F:15])=[CH:7][C:8]=2[F:14])[N:3]=[C:2]([C:25]2[CH:26]=[N:27][C:22]([N:16]3[CH2:17][CH2:18][CH2:19][CH2:20][CH2:21]3)=[CH:23][CH:24]=2)[C:11]=1[CH3:12]. (3) Given the reactants [CH3:1][NH:2][C:3]1[CH:11]=[CH:10][C:6]([C:7](Cl)=[O:8])=[CH:5][C:4]=1[N+:12]([O-:14])=[O:13].[CH3:15][O:16][C:17](=[O:27])[CH2:18][CH2:19][NH:20][C:21]1[CH:26]=[CH:25][CH:24]=[CH:23][CH:22]=1.O1CCCC1, predict the reaction product. The product is: [CH3:15][O:16][C:17](=[O:27])[CH2:18][CH2:19][N:20]([C:7](=[O:8])[C:6]1[CH:10]=[CH:11][C:3]([NH:2][CH3:1])=[C:4]([N+:12]([O-:14])=[O:13])[CH:5]=1)[C:21]1[CH:22]=[CH:23][CH:24]=[CH:25][CH:26]=1. (4) Given the reactants [F:1][C:2]1[CH:20]=[CH:19][C:5]([CH2:6][N:7]2[C:11]3=[CH:12][N:13]=[C:14]([C:16]([OH:18])=O)[CH:15]=[C:10]3[CH:9]=[CH:8]2)=[CH:4][CH:3]=1.Cl.[OH:22][CH2:23][CH2:24][CH2:25][NH:26][OH:27], predict the reaction product. The product is: [F:1][C:2]1[CH:3]=[CH:4][C:5]([CH2:6][N:7]2[C:11]3=[CH:12][N:13]=[C:14]([C:16]([N:26]([OH:27])[CH2:25][CH2:24][CH2:23][OH:22])=[O:18])[CH:15]=[C:10]3[CH:9]=[CH:8]2)=[CH:19][CH:20]=1. (5) Given the reactants [H-].[Na+].[Cl:3][C:4]1[CH:22]=[C:21]([C:23]2[CH2:28][CH2:27][C:26](=[O:29])[NH:25][N:24]=2)[CH:20]=[CH:19][C:5]=1[O:6][CH2:7][C:8]([NH:10][CH2:11][C:12]1[CH:17]=[CH:16][C:15]([OH:18])=[CH:14][CH:13]=1)=[O:9].NCCNC(=O)CCC1C=CC(O[CH2:44][C@@H:45]([OH:51])[CH2:46]NC(C)C)=CC=1.[Cl-].[NH4+], predict the reaction product. The product is: [Cl:3][C:4]1[CH:22]=[C:21]([C:23]2[CH2:28][CH2:27][C:26](=[O:29])[NH:25][N:24]=2)[CH:20]=[CH:19][C:5]=1[O:6][CH2:7][C:8]([NH:10][CH2:11][C:12]1[CH:13]=[CH:14][C:15]([O:18][CH2:46][CH:45]2[CH2:44][O:51]2)=[CH:16][CH:17]=1)=[O:9].